Dataset: Full USPTO retrosynthesis dataset with 1.9M reactions from patents (1976-2016). Task: Predict the reactants needed to synthesize the given product. (1) Given the product [CH2:1]([O:3][C:4]([C:6]1[N:7]([CH3:20])[C:8]2[C:13]([CH:14]=1)=[CH:12][CH:11]=[C:10]([C:15]#[N:16])[CH:9]=2)=[O:5])[CH3:2], predict the reactants needed to synthesize it. The reactants are: [CH2:1]([O:3][C:4]([C:6]1[NH:7][C:8]2[C:13]([CH:14]=1)=[CH:12][CH:11]=[C:10]([C:15]#[N:16])[CH:9]=2)=[O:5])[CH3:2].[H-].[Na+].I[CH3:20]. (2) The reactants are: Cl[C:2]1[C:3]2[CH:10]=[CH:9][N:8]([CH2:11][C:12]3[CH:17]=[CH:16][C:15]([O:18][CH3:19])=[CH:14][CH:13]=3)[C:4]=2[N:5]=[CH:6][N:7]=1.[O:20]1[CH:24]=[CH:23][CH:22]=[C:21]1[Sn](CCCC)(CCCC)CCCC. Given the product [O:20]1[CH:24]=[CH:23][CH:22]=[C:21]1[C:2]1[C:3]2[CH:10]=[CH:9][N:8]([CH2:11][C:12]3[CH:17]=[CH:16][C:15]([O:18][CH3:19])=[CH:14][CH:13]=3)[C:4]=2[N:5]=[CH:6][N:7]=1, predict the reactants needed to synthesize it. (3) Given the product [C:1]([C:5]1[CH:6]=[CH:7][C:8]([CH:11]2[C:17]3[CH:18]=[CH:19][CH:20]=[N:21][C:16]=3[CH2:15][CH2:14][CH2:13][N:12]2[C:31]([NH:30][C:24]2[CH:25]=[CH:26][C:27]([Cl:29])=[CH:28][C:23]=2[Cl:22])=[O:32])=[CH:9][CH:10]=1)([CH3:4])([CH3:2])[CH3:3], predict the reactants needed to synthesize it. The reactants are: [C:1]([C:5]1[CH:10]=[CH:9][C:8]([CH:11]2[C:17]3[CH:18]=[CH:19][CH:20]=[N:21][C:16]=3[CH2:15][CH2:14][CH2:13][NH:12]2)=[CH:7][CH:6]=1)([CH3:4])([CH3:3])[CH3:2].[Cl:22][C:23]1[CH:28]=[C:27]([Cl:29])[CH:26]=[CH:25][C:24]=1[N:30]=[C:31]=[O:32]. (4) Given the product [F:1][CH:2]([CH2:12][CH2:13][N:14]1[CH:19]=[CH:18][C:17]([CH2:20][O:21][C:22]2[CH:27]=[CH:26][CH:25]=[CH:24][CH:23]=2)=[CH:16][C:15]1=[O:28])[CH2:3][N:4]1[CH:8]=[C:7]([C:9]([NH:39][CH2:38][C:34]2[CH:35]=[CH:36][CH:37]=[C:32]([O:31][C:30]([F:29])([F:40])[F:41])[CH:33]=2)=[O:11])[N:6]=[N:5]1, predict the reactants needed to synthesize it. The reactants are: [F:1][CH:2]([CH2:12][CH2:13][N:14]1[CH:19]=[CH:18][C:17]([CH2:20][O:21][C:22]2[CH:27]=[CH:26][CH:25]=[CH:24][CH:23]=2)=[CH:16][C:15]1=[O:28])[CH2:3][N:4]1[CH:8]=[C:7]([C:9]([OH:11])=O)[N:6]=[N:5]1.[F:29][C:30]([F:41])([F:40])[O:31][C:32]1[CH:33]=[C:34]([CH2:38][NH2:39])[CH:35]=[CH:36][CH:37]=1.F[P-](F)(F)(F)(F)F.N1(O[P+](N(C)C)(N(C)C)N(C)C)C2C=CC=CC=2N=N1.CCN(C(C)C)C(C)C. (5) Given the product [CH2:1]([C:3]1[C:8]([CH2:9][OH:10])=[CH:7][CH:6]=[CH:5][C:4]=1[NH:11][C:12]1[C:21]2[C:16](=[CH:17][C:18]([O:24][CH2:25][CH2:26][CH2:27][N:28]([C:47](=[O:48])[CH:46]([CH3:35])[CH3:45])[CH:29]([CH3:30])[CH3:31])=[C:19]([O:22][CH3:23])[CH:20]=2)[N:15]=[CH:14][C:13]=1[C:32]([NH2:34])=[O:33])[CH3:2], predict the reactants needed to synthesize it. The reactants are: [CH2:1]([C:3]1[C:8]([CH2:9][OH:10])=[CH:7][CH:6]=[CH:5][C:4]=1[NH:11][C:12]1[C:21]2[C:16](=[CH:17][C:18]([O:24][CH2:25][CH2:26][CH2:27][NH:28][CH:29]([CH3:31])[CH3:30])=[C:19]([O:22][CH3:23])[CH:20]=2)[N:15]=[CH:14][C:13]=1[C:32]([NH2:34])=[O:33])[CH3:2].[CH2:35](N(CC)CC)C.CN1[C:47](=[O:48])[CH2:46][CH2:45]C1. (6) The reactants are: [C:1]1([N:7]([C:23]2[CH:28]=[CH:27][C:26]([CH3:29])=[CH:25][CH:24]=2)[C:8]2[CH:13]=[CH:12][C:11]([C:14]3[CH:19]=[CH:18][C:17]([CH2:20][CH2:21][CH3:22])=[CH:16][CH:15]=3)=[CH:10][CH:9]=2)[CH:6]=[CH:5][CH:4]=[CH:3][CH:2]=1.[CH3:30]N(C=O)C.P(Cl)(Cl)(Cl)=O.[OH2:40]. Given the product [CH2:20]([C:17]1[CH:18]=[CH:19][C:14]([C:11]2[CH:12]=[CH:13][C:8]([N:7]([C:1]3[CH:2]=[CH:3][C:4]([CH3:30])=[CH:5][CH:6]=3)[C:23]3[CH:24]=[CH:25][C:26]([CH:29]=[O:40])=[CH:27][CH:28]=3)=[CH:9][CH:10]=2)=[CH:15][CH:16]=1)[CH2:21][CH3:22], predict the reactants needed to synthesize it. (7) Given the product [CH2:1]([N:3]1[CH:7]=[CH:6][CH:5]=[C:4]1[CH:13]([N:14]([CH3:15])[CH3:16])[C:12]1[CH:17]=[CH:18][CH:19]=[CH:20][C:11]=1[O:10][CH3:9])[CH3:2], predict the reactants needed to synthesize it. The reactants are: [CH2:1]([N:3]1[CH:7]=[CH:6][CH:5]=[CH:4]1)[CH3:2].[Cl-].[CH3:9][O:10][C:11]1[CH:20]=[CH:19][CH:18]=[CH:17][C:12]=1[CH:13]=[N+:14]([CH3:16])[CH3:15]. (8) Given the product [F:13][C:2]([F:1])([F:12])[C:3]([NH:5][CH2:6][CH:7]1[CH2:11][CH2:10][NH:9][CH2:8]1)=[O:4], predict the reactants needed to synthesize it. The reactants are: [F:1][C:2]([F:13])([F:12])[C:3]([NH:5][CH2:6][C@H:7]1[CH2:11][CH2:10][NH:9][CH2:8]1)=[O:4]. (9) Given the product [C:1]([C:5]1[CH:6]=[C:7]([CH:36]=[CH:37][CH:38]=1)[CH2:8][N:9]1[C@@H:17]2[C@H:12]([C@H:13]([CH2:20][C:21]3[CH:26]=[C:25]([F:27])[C:24]([NH:28][C:29](=[O:32])[CH2:30][NH:41][CH2:39][CH3:40])=[C:23]([CH2:33][CH3:34])[CH:22]=3)[CH2:14][S:15](=[O:19])(=[O:18])[CH2:16]2)[O:11][C:10]1=[O:35])([CH3:4])([CH3:3])[CH3:2], predict the reactants needed to synthesize it. The reactants are: [C:1]([C:5]1[CH:6]=[C:7]([CH:36]=[CH:37][CH:38]=1)[CH2:8][N:9]1[C@@H:17]2[C@H:12]([C@H:13]([CH2:20][C:21]3[CH:26]=[C:25]([F:27])[C:24]([NH:28][C:29](=[O:32])[CH2:30]Cl)=[C:23]([CH2:33][CH3:34])[CH:22]=3)[CH2:14][S:15](=[O:19])(=[O:18])[CH2:16]2)[O:11][C:10]1=[O:35])([CH3:4])([CH3:3])[CH3:2].[CH2:39]([NH2:41])[CH3:40].CCOC(C)=O.CO. (10) Given the product [CH2:24]([C:29]1[CH:30]=[CH:31][C:32]([S:35]([NH:14][NH:13][C:11]([C:3]2[CH:2]=[N:1][C:10]3[C:5]([CH:4]=2)=[CH:6][CH:7]=[CH:8][CH:9]=3)=[O:12])(=[O:37])=[O:36])=[CH:33][CH:34]=1)[CH2:25][CH2:26][CH2:27][CH3:28], predict the reactants needed to synthesize it. The reactants are: [N:1]1[C:10]2[C:5](=[CH:6][CH:7]=[CH:8][CH:9]=2)[CH:4]=[C:3]([C:11]([NH:13][NH2:14])=[O:12])[CH:2]=1.C(N(CC)C(C)C)(C)C.[CH2:24]([C:29]1[CH:34]=[CH:33][C:32]([S:35](Cl)(=[O:37])=[O:36])=[CH:31][CH:30]=1)[CH2:25][CH2:26][CH2:27][CH3:28].